Task: Regression. Given two drug SMILES strings and cell line genomic features, predict the synergy score measuring deviation from expected non-interaction effect.. Dataset: NCI-60 drug combinations with 297,098 pairs across 59 cell lines (1) Drug 1: CC1OCC2C(O1)C(C(C(O2)OC3C4COC(=O)C4C(C5=CC6=C(C=C35)OCO6)C7=CC(=C(C(=C7)OC)O)OC)O)O. Drug 2: CCN(CC)CCNC(=O)C1=C(NC(=C1C)C=C2C3=C(C=CC(=C3)F)NC2=O)C. Cell line: A498. Synergy scores: CSS=23.6, Synergy_ZIP=-3.09, Synergy_Bliss=0.151, Synergy_Loewe=-4.37, Synergy_HSA=-0.441. (2) Drug 1: CCCS(=O)(=O)NC1=C(C(=C(C=C1)F)C(=O)C2=CNC3=C2C=C(C=N3)C4=CC=C(C=C4)Cl)F. Drug 2: CN(CC1=CN=C2C(=N1)C(=NC(=N2)N)N)C3=CC=C(C=C3)C(=O)NC(CCC(=O)O)C(=O)O. Cell line: COLO 205. Synergy scores: CSS=33.9, Synergy_ZIP=-3.08, Synergy_Bliss=-3.98, Synergy_Loewe=-13.3, Synergy_HSA=-1.44. (3) Drug 1: C1=C(C(=O)NC(=O)N1)F. Drug 2: CC1=C(C(CCC1)(C)C)C=CC(=CC=CC(=CC(=O)O)C)C. Cell line: OVCAR3. Synergy scores: CSS=55.4, Synergy_ZIP=-1.89, Synergy_Bliss=-6.68, Synergy_Loewe=-10.1, Synergy_HSA=-8.81.